This data is from Forward reaction prediction with 1.9M reactions from USPTO patents (1976-2016). The task is: Predict the product of the given reaction. (1) Given the reactants [Br:1][C:2]1[CH:22]=[CH:21][C:5]([O:6][CH2:7][C:8]2[NH:9][CH:10]=[C:11]([C:13]3[CH:18]=[CH:17][C:16]([Cl:19])=[CH:15][C:14]=3[Cl:20])[N:12]=2)=[CH:4][CH:3]=1.[CH3:23][O:24][C:25]([C:27]1[CH:32]=[CH:31][C:30]([CH2:33]Br)=[CH:29][CH:28]=1)=[O:26], predict the reaction product. The product is: [CH3:23][O:24][C:25](=[O:26])[C:27]1[CH:32]=[CH:31][C:30]([CH2:33][N:9]2[CH:10]=[C:11]([C:13]3[CH:18]=[CH:17][C:16]([Cl:19])=[CH:15][C:14]=3[Cl:20])[N:12]=[C:8]2[CH2:7][O:6][C:5]2[CH:21]=[CH:22][C:2]([Br:1])=[CH:3][CH:4]=2)=[CH:29][CH:28]=1. (2) Given the reactants C[CH:2]([OH:6])[CH:3](O)[CH3:4].[C:7]([O-:12])(=[O:11])[CH:8](C)O.C([OH:15])C, predict the reaction product. The product is: [C:7]([O-:12])(=[O:11])[CH3:8].[C:2]([O-:6])(=[O:15])[CH2:3][CH2:4][C:7]([O-:12])=[O:11].